From a dataset of Full USPTO retrosynthesis dataset with 1.9M reactions from patents (1976-2016). Predict the reactants needed to synthesize the given product. (1) The reactants are: [CH3:1][O:2][C:3]([C:5]1[CH:10]=[CH:9][CH:8]=[C:7]([CH2:11][OH:12])[N:6]=1)=[O:4]. Given the product [CH3:1][O:2][C:3]([C:5]1[CH:10]=[CH:9][CH:8]=[C:7]([CH:11]=[O:12])[N:6]=1)=[O:4], predict the reactants needed to synthesize it. (2) Given the product [NH:5]1[C:6]2[C:7](=[CH:2][CH:17]=[CH:16][CH:20]=2)[CH:3]=[C:4]1[C:8]([OH:9])=[O:11], predict the reactants needed to synthesize it. The reactants are: Cl[C:2]1[CH:7]=[CH:6][N:5]=[C:4]([CH:8]([O:11]C)[O:9]C)[CH:3]=1.O[Li].O.[CH2:16]1[CH2:20]OC[CH2:17]1.CO.